Dataset: Full USPTO retrosynthesis dataset with 1.9M reactions from patents (1976-2016). Task: Predict the reactants needed to synthesize the given product. (1) Given the product [C:1]([O:5][C:6](=[O:19])[NH:7][C:8]1[CH:13]=[CH:12][C:11]([C:14]([F:17])([F:16])[F:15])=[CH:10][C:9]=1[NH:18][C:25](=[O:24])[CH2:26][C:27]([C:29]1[CH:34]=[CH:33][CH:32]=[C:31]([C:35]2[CH:36]=[N:37][C:38]([CH3:42])=[CH:39][C:40]=2[CH3:41])[CH:30]=1)=[O:28])([CH3:4])([CH3:2])[CH3:3], predict the reactants needed to synthesize it. The reactants are: [C:1]([O:5][C:6](=[O:19])[NH:7][C:8]1[CH:13]=[CH:12][C:11]([C:14]([F:17])([F:16])[F:15])=[CH:10][C:9]=1[NH2:18])([CH3:4])([CH3:3])[CH3:2].C([O:24][C:25](=O)[CH2:26][C:27]([C:29]1[CH:34]=[CH:33][CH:32]=[C:31]([C:35]2[CH:36]=[N:37][C:38]([CH3:42])=[CH:39][C:40]=2[CH3:41])[CH:30]=1)=[O:28])(C)(C)C. (2) Given the product [Cl:1][C:2]1[C:7](=[O:8])[N:6]([CH2:9][CH2:10][NH:12][CH:13]([C:14]2[CH:19]=[CH:18][N:17]=[CH:16][CH:15]=2)[CH2:45][CH3:46])[N:5]=[CH:4][C:3]=1[NH:20][C@@H:21]1[CH2:26][C@@H:25]2[CH2:27][C@@H:23]([C:24]2([CH3:29])[CH3:28])[C@H:22]1[CH3:30], predict the reactants needed to synthesize it. The reactants are: [Cl:1][C:2]1[C:7](=[O:8])[N:6]([CH2:9][C:10]([NH:12][CH2:13][C:14]2[CH:19]=[CH:18][N:17]=[CH:16][CH:15]=2)=O)[N:5]=[CH:4][C:3]=1[NH:20][C@@H:21]1[CH2:26][C@@H:25]2[CH2:27][C@@H:23]([C:24]2([CH3:29])[CH3:28])[C@H:22]1[CH3:30].[H-].[Al+3].[Li+].[H-].[H-].[H-].O.S([O-])([O-])(=O)=O.[Mg+2].O1CC[CH2:46][CH2:45]1. (3) Given the product [Cl:6][C:7]1[CH:8]=[C:9]([CH:10]=[CH:11][C:12]=1[O:13][C:14]([F:17])([F:16])[F:15])[C:19]([OH:21])=[O:20], predict the reactants needed to synthesize it. The reactants are: C([Li])CCC.[Cl:6][C:7]1[CH:8]=[C:9](Br)[CH:10]=[CH:11][C:12]=1[O:13][C:14]([F:17])([F:16])[F:15].[C:19](=[O:21])=[O:20].Cl.